Dataset: Reaction yield outcomes from USPTO patents with 853,638 reactions. Task: Predict the reaction yield, written as a fraction of the theoretical maximum amount of product (1.0 means a 100% yield; for example, 0.34 means a 34% yield). (1) The reactants are [C:1]([Si:5]([O:8]/[C:9](/[C:12]1[CH:17]=[CH:16][CH:15]=[C:14](Cl)[CH:13]=1)=[CH:10]\[CH3:11])([CH3:7])[CH3:6])([CH3:4])([CH3:3])[CH3:2].[C:19]1(C(=O)CC)[C:28]2[C:19](=[CH:20][CH:21]=CC=2)[CH:28]=[CH:21][CH:20]=1.[Si](OS(C(F)(F)F)(=O)=O)(C(C)(C)C)(C)C.CCN(CC)CC. The catalyst is C(Cl)Cl. The product is [C:1]([Si:5]([CH3:7])([CH3:6])[O:8]/[C:9](/[C:12]1[C:13]2[C:14](=[CH:28][CH:19]=[CH:20][CH:21]=2)[CH:15]=[CH:16][CH:17]=1)=[CH:10]\[CH3:11])([CH3:4])([CH3:3])[CH3:2]. The yield is 0.810. (2) The reactants are [CH3:1][C:2]1[CH:8]=[C:7]([Br:9])[CH:6]=[CH:5][C:3]=1[NH2:4].[CH3:10][O:11][C:12]([C:14]1([CH2:20][CH:21]=O)[CH2:19][CH2:18][O:17][CH2:16][CH2:15]1)=[O:13].C(O)(=O)C.[BH-](OC(C)=O)(OC(C)=O)OC(C)=O.[Na+].NC1C=CC=CC=1. The catalyst is ClCCCl.C(Cl)Cl.CO. The product is [CH3:10][O:11][C:12]([C:14]1([CH2:20][CH2:21][NH:4][C:3]2[CH:5]=[CH:6][C:7]([Br:9])=[CH:8][C:2]=2[CH3:1])[CH2:15][CH2:16][O:17][CH2:18][CH2:19]1)=[O:13]. The yield is 0.870. (3) The product is [O:25]1[C:30]2[CH:31]=[CH:32][C:33](/[CH:35]=[C:20](/[C:17]3[CH:18]=[CH:19][C:14]([O:13][CH2:12][CH2:11][CH2:10][CH2:9][CH2:8][CH2:7][CH2:6][CH2:5][CH2:4][CH2:3][CH2:2][OH:1])=[C:15]([O:23][CH3:24])[CH:16]=3)\[C:21]#[N:22])=[CH:34][C:29]=2[O:28][CH2:27][CH2:26]1. The reactants are [OH:1][CH2:2][CH2:3][CH2:4][CH2:5][CH2:6][CH2:7][CH2:8][CH2:9][CH2:10][CH2:11][CH2:12][O:13][C:14]1[CH:19]=[CH:18][C:17]([CH2:20][C:21]#[N:22])=[CH:16][C:15]=1[O:23][CH3:24].[O:25]1[C:30]2[CH:31]=[CH:32][C:33]([CH:35]=O)=[CH:34][C:29]=2[O:28][CH2:27][CH2:26]1. No catalyst specified. The yield is 0.800.